Dataset: Forward reaction prediction with 1.9M reactions from USPTO patents (1976-2016). Task: Predict the product of the given reaction. (1) Given the reactants [F:1][C:2]1[CH:7]=[CH:6][C:5]([O:8][CH3:9])=[CH:4][C:3]=1[C:10]1[CH:15]=[CH:14][C:13]([O:16][CH2:17][C:18]2[CH:19]=[C:20]([CH2:24][CH2:25][CH:26]=[O:27])[CH:21]=[CH:22][CH:23]=2)=[CH:12][C:11]=1[CH2:28][C:29]([CH3:32])([CH3:31])[CH3:30].P([O-])(O)(O)=[O:34].[Na+].Cl([O-])=O.[Na+].CC(=CC)C.Cl, predict the reaction product. The product is: [CH3:30][C:29]([CH3:32])([CH3:31])[CH2:28][C:11]1[CH:12]=[C:13]([O:16][CH2:17][C:18]2[CH:19]=[C:20]([CH2:24][CH2:25][C:26]([OH:34])=[O:27])[CH:21]=[CH:22][CH:23]=2)[CH:14]=[CH:15][C:10]=1[C:3]1[CH:4]=[C:5]([O:8][CH3:9])[CH:6]=[CH:7][C:2]=1[F:1]. (2) Given the reactants [O:1]1[CH:5]=[CH:4][CH:3]=[C:2]1[C:6]1[C:7]2[N:15]=[N:14][N:13]([CH2:16][C:17]3[CH:22]=[CH:21][CH:20]=[C:19]([CH2:23][N:24]4C(=O)C5=CC=CC=C5C4=O)[N:18]=3)[C:8]=2[N:9]=[C:10]([NH2:12])[N:11]=1.C(N)CN, predict the reaction product. The product is: [NH2:24][CH2:23][C:19]1[N:18]=[C:17]([CH2:16][N:13]2[C:8]3[N:9]=[C:10]([NH2:12])[N:11]=[C:6]([C:2]4[O:1][CH:5]=[CH:4][CH:3]=4)[C:7]=3[N:15]=[N:14]2)[CH:22]=[CH:21][CH:20]=1. (3) Given the reactants [F:1][C:2]([F:22])([F:21])[O:3][C:4]1[CH:9]=[CH:8][C:7]([N:10]2[CH2:14][CH2:13][C:12]3([CH2:19][CH2:18][NH:17][CH2:16][CH2:15]3)[C:11]2=[O:20])=[CH:6][CH:5]=1.O=C(Cl)[O:25][C:26](Cl)(Cl)Cl.[CH2:31]([NH:33][CH2:34][CH2:35][CH3:36])[CH3:32], predict the reaction product. The product is: [CH2:31]([N:33]([CH2:34][CH2:35][CH3:36])[C:26]([N:17]1[CH2:16][CH2:15][C:12]2([C:11](=[O:20])[N:10]([C:7]3[CH:8]=[CH:9][C:4]([O:3][C:2]([F:1])([F:21])[F:22])=[CH:5][CH:6]=3)[CH2:14][CH2:13]2)[CH2:19][CH2:18]1)=[O:25])[CH3:32]. (4) The product is: [ClH:1].[Cl:1][C:2]1[CH:3]=[C:4]([C@H:9]2[C@H:14]([N:15]([C:17]([C:19]3[CH:20]=[CH:21][C:22]([O:25][CH3:26])=[CH:23][CH:24]=3)=[O:18])[CH3:16])[CH2:13][CH2:12][NH:11][CH2:10]2)[CH:5]=[CH:6][C:7]=1[Cl:8]. Given the reactants [Cl:1][C:2]1[CH:3]=[C:4]([C@H:9]2[C@H:14]([N:15]([C:17]([C:19]3[CH:24]=[CH:23][C:22]([O:25][CH3:26])=[CH:21][CH:20]=3)=[O:18])[CH3:16])[CH2:13][CH2:12][N:11](C(OC(C)(C)C)=O)[CH2:10]2)[CH:5]=[CH:6][C:7]=1[Cl:8].Cl.C(OCC)(=O)C, predict the reaction product. (5) Given the reactants Br[C:2]1[CH:3]=[C:4]([C:8]2([C:14]3[CH:19]=[CH:18][C:17]([O:20][CH:21]([F:23])[F:22])=[C:16]([CH3:24])[CH:15]=3)[CH2:12][O:11][C:10]([NH2:13])=[N:9]2)[CH:5]=[CH:6][CH:7]=1.[F:25][CH:26]([F:37])[O:27][C:28]1[CH:29]=[C:30](B(O)O)[CH:31]=[CH:32][CH:33]=1.C1(P(C2C=CC=CC=2)C2C=CC=CC=2)C=CC=CC=1.C(=O)([O-])[O-].[Na+].[Na+], predict the reaction product. The product is: [F:25][CH:26]([F:37])[O:27][C:28]1[CH:33]=[C:32]([C:2]2[CH:7]=[CH:6][CH:5]=[C:4]([C:8]3([C:14]4[CH:19]=[CH:18][C:17]([O:20][CH:21]([F:22])[F:23])=[C:16]([CH3:24])[CH:15]=4)[CH2:12][O:11][C:10]([NH2:13])=[N:9]3)[CH:3]=2)[CH:31]=[CH:30][CH:29]=1. (6) Given the reactants [B:1]1([C:10]2[CH:15]=[CH:14][CH:13]=[CH:12][C:11]=2[CH2:16]O)[C:5]2[CH:6]=[CH:7][CH:8]=[CH:9][C:4]=2[CH2:3][O:2]1.[CH2:18]([N:20](CC)[CH2:21]C)C.CS(Cl)(=O)=O.CNC, predict the reaction product. The product is: [B:1]1([C:10]2[CH:15]=[CH:14][CH:13]=[CH:12][C:11]=2[CH2:16][N:20]([CH3:21])[CH3:18])[C:5]2[CH:6]=[CH:7][CH:8]=[CH:9][C:4]=2[CH2:3][O:2]1.